This data is from Catalyst prediction with 721,799 reactions and 888 catalyst types from USPTO. The task is: Predict which catalyst facilitates the given reaction. Reactant: [O:1]1[CH2:6][CH2:5][CH2:4][CH2:3][CH:2]1[CH2:7][OH:8].C(N(CC)CC)C.[S:16](Cl)([CH3:19])(=[O:18])=[O:17].O. Product: [O:1]1[CH2:6][CH2:5][CH2:4][CH2:3][CH:2]1[CH2:7][O:8][S:16]([CH3:19])(=[O:18])=[O:17]. The catalyst class is: 2.